Dataset: Forward reaction prediction with 1.9M reactions from USPTO patents (1976-2016). Task: Predict the product of the given reaction. Given the reactants Cl[CH2:2][C:3]1[O:7][C:6]([C:8]([O:10][CH3:11])=[O:9])=[N:5][C:4]=1[CH3:12].[N-:13]=[N+]=[N-].[Na+].C(OCC)(=O)C.O, predict the reaction product. The product is: [NH2:13][CH2:2][C:3]1[O:7][C:6]([C:8]([O:10][CH3:11])=[O:9])=[N:5][C:4]=1[CH3:12].